Dataset: Reaction yield outcomes from USPTO patents with 853,638 reactions. Task: Predict the reaction yield, written as a fraction of the theoretical maximum amount of product (1.0 means a 100% yield; for example, 0.34 means a 34% yield). The reactants are [OH:1][C:2]1[CH:11]=[CH:10][C:5]2N[C:7](=[O:9])[NH:8][C:4]=2[CH:3]=1.[Br:12][CH2:13][CH2:14][CH2:15][CH2:16]Br.C([O-])([O-])=O.[K+].[K+].[CH3:24][CH2:25]O. The catalyst is O. The product is [Br:12][CH2:13][CH2:14][CH2:15][CH2:16][O:1][C:2]1[CH:3]=[C:4]2[C:5]([CH:24]=[CH:25][C:7](=[O:9])[NH:8]2)=[CH:10][CH:11]=1. The yield is 0.250.